This data is from Forward reaction prediction with 1.9M reactions from USPTO patents (1976-2016). The task is: Predict the product of the given reaction. (1) Given the reactants [CH2:1]([O:8][C:9]([N:11]1[CH2:16][CH2:15][CH:14]([C:17]2[CH:22]=[CH:21][CH:20]=[CH:19][C:18]=2O)[CH2:13][CH2:12]1)=[O:10])[C:2]1[CH:7]=[CH:6][CH:5]=[CH:4][CH:3]=1.[H-].[Na+].I[CH2:27][C:28]([O:30][CH2:31][CH3:32])=[O:29].[OH2:33], predict the reaction product. The product is: [CH2:1]([O:8][C:9]([N:11]1[CH2:16][CH2:15][CH:14]([C:17]2[CH:22]=[CH:21][C:20]([O:33][CH2:27][C:28]([O:30][CH2:31][CH3:32])=[O:29])=[CH:19][CH:18]=2)[CH2:13][CH2:12]1)=[O:10])[C:2]1[CH:7]=[CH:6][CH:5]=[CH:4][CH:3]=1. (2) The product is: [CH3:1][C:2]1[C@@H:19]([O:20][C:21]([C@H:23]([OH:40])[C@@H:24]([NH:31][C:32]([C:34]2[CH:35]=[CH:36][CH:37]=[CH:38][CH:39]=2)=[O:33])[C:25]2[CH:26]=[CH:27][CH:28]=[CH:29][CH:30]=2)=[O:22])[CH2:18][C@:14]2([OH:41])[C:15]([CH3:16])([CH3:17])[C:3]=1[C@@H:4]([O:59][C:60]([CH3:61])=[O:62])[C:5]([C@@:7]1([CH3:58])[C@H:12]([C@@H:13]2[O:42][C:43]([C:45]2[CH:46]=[CH:47][CH:48]=[CH:49][CH:50]=2)=[O:44])[C@:11]2([O:53][C:54]([CH3:56])=[O:55])[CH2:51][O:52][C@@H:10]2[CH2:9][C@@H:8]1[OH:57])=[O:6]. Given the reactants [CH3:1][C:2]1[C@@H:19]([O:20][C:21]([C@H:23]([OH:40])[C@@H:24]([NH:31][C:32]([C:34]2[CH:39]=[CH:38][CH:37]=[CH:36][CH:35]=2)=[O:33])[C:25]2[CH:30]=[CH:29][CH:28]=[CH:27][CH:26]=2)=[O:22])[CH2:18][C@:14]2([OH:41])[C:15]([CH3:17])([CH3:16])[C:3]=1[C@@H:4]([OH:59])[C:5]([C@@:7]1([CH3:58])[CH:12]([C@@H:13]2[O:42][C:43]([C:45]2[CH:50]=[CH:49][CH:48]=[CH:47][CH:46]=2)=[O:44])[C@:11]2([O:53][C:54]([CH3:56])=[O:55])[CH2:51][O:52][C@@H:10]2[CH2:9][C@@H:8]1[OH:57])=[O:6].[C:60](OCC)(=[O:62])[CH3:61], predict the reaction product. (3) Given the reactants [CH2:1]([O:3][C:4]1[CH:9]=[CH:8][C:7]([O:10][CH2:11][C:12]2[CH:17]=[CH:16][C:15]([O:18][CH2:19][C:20]3[N:21]=[C:22]([C:26]4[CH:31]=[CH:30][CH:29]=[CH:28][CH:27]=4)[O:23][C:24]=3[CH3:25])=[CH:14][CH:13]=2)=[CH:6][C:5]=1[CH2:32][C:33]([O:35]C)=[O:34])[CH3:2].O1CCCC1.[OH-].[Na+].Cl, predict the reaction product. The product is: [CH2:1]([O:3][C:4]1[CH:9]=[CH:8][C:7]([O:10][CH2:11][C:12]2[CH:13]=[CH:14][C:15]([O:18][CH2:19][C:20]3[N:21]=[C:22]([C:26]4[CH:31]=[CH:30][CH:29]=[CH:28][CH:27]=4)[O:23][C:24]=3[CH3:25])=[CH:16][CH:17]=2)=[CH:6][C:5]=1[CH2:32][C:33]([OH:35])=[O:34])[CH3:2]. (4) Given the reactants P(Cl)(Cl)(Cl)=O.[CH2:6]([O:8][C:9]1[CH:14]=[CH:13][C:12]([C:15](=O)[CH3:16])=[CH:11][CH:10]=1)[CH3:7].[ClH:18].NO.NO.C[N:24]([CH:26]=O)C, predict the reaction product. The product is: [Cl:18]/[C:15](/[C:12]1[CH:13]=[CH:14][C:9]([O:8][CH2:6][CH3:7])=[CH:10][CH:11]=1)=[CH:16]\[C:26]#[N:24]. (5) Given the reactants [CH:1]([N:4]([CH:39]([CH3:41])[CH3:40])[CH2:5][CH2:6][O:7][C:8]1[C:13]([C:14]2[CH:15]=[N:16][C:17]([NH:29][C:30]([NH:32][CH2:33][CH2:34][CH3:35])=[O:31])=[CH:18][C:19]=2[C:20]2[S:21][CH:22]=[C:23]([C:25]([F:28])([F:27])[F:26])[N:24]=2)=[CH:12][C:11]([C:36](O)=[O:37])=[CH:10][N:9]=1)([CH3:3])[CH3:2].[C:42](O)(=O)[CH3:43].[NH2:46][NH2:47], predict the reaction product. The product is: [CH:39]([N:4]([CH:1]([CH3:2])[CH3:3])[CH2:5][CH2:6][O:7][C:8]1[C:13]([C:14]2[CH:15]=[N:16][C:17]([NH:29][C:30]([NH:32][CH2:33][CH2:34][CH3:35])=[O:31])=[CH:18][C:19]=2[C:20]2[S:21][CH:22]=[C:23]([C:25]([F:28])([F:26])[F:27])[N:24]=2)=[CH:12][C:11]([C:36]2[O:37][C:42]([CH3:43])=[N:46][N:47]=2)=[CH:10][N:9]=1)([CH3:40])[CH3:41]. (6) Given the reactants [Cl:1][C:2]1[CH:3]=[C:4]2[C:9](=[CH:10][C:11]=1[O:12][C:13]1[CH:18]=[CH:17][C:16]([C:19](=[O:31])[NH:20][CH2:21][CH2:22][CH2:23][C:24]3[CH:29]=[CH:28][C:27]([Cl:30])=[CH:26][CH:25]=3)=[CH:15][CH:14]=1)[O:8][CH2:7][CH2:6][CH:5]2[C:32]([O:34]CC)=[O:33].[OH-].[Na+].C(O)C, predict the reaction product. The product is: [Cl:1][C:2]1[CH:3]=[C:4]2[C:9](=[CH:10][C:11]=1[O:12][C:13]1[CH:14]=[CH:15][C:16]([C:19](=[O:31])[NH:20][CH2:21][CH2:22][CH2:23][C:24]3[CH:25]=[CH:26][C:27]([Cl:30])=[CH:28][CH:29]=3)=[CH:17][CH:18]=1)[O:8][CH2:7][CH2:6][CH:5]2[C:32]([OH:34])=[O:33]. (7) Given the reactants [F:1][C:2]1[CH:7]=[CH:6][CH:5]=[C:4]([CH2:8][OH:9])[C:3]=1[CH2:10][OH:11].[CH3:12][S:13](Cl)(=[O:15])=[O:14], predict the reaction product. The product is: [F:1][C:2]1[CH:7]=[CH:6][CH:5]=[C:4]([CH2:8][O:9][S:13]([CH3:12])(=[O:15])=[O:14])[C:3]=1[CH2:10][O:11][S:13]([CH3:12])(=[O:15])=[O:14]. (8) Given the reactants [CH:1]1[CH:6]=[C:5]2[CH:7]=[C:8]([C:10]([OH:12])=O)[S:9][C:4]2=[CH:3][CH:2]=1.S(Cl)([Cl:15])=O.CN(C=O)C, predict the reaction product. The product is: [S:9]1[C:8]([C:10]([Cl:15])=[O:12])=[CH:7][C:5]2[CH:6]=[CH:1][CH:2]=[CH:3][C:4]1=2. (9) Given the reactants [O:1]=[C:2]1[NH:7][C:6]2[CH:8]=[C:9]([CH2:12][N:13]3[CH2:18][CH2:17][N:16]([C:19]4[CH:27]=[CH:26][C:22]([C:23](O)=[O:24])=[CH:21][N:20]=4)[CH2:15][CH2:14]3)[CH:10]=[N:11][C:5]=2[N:4]2[CH2:28][CH2:29][CH2:30][CH2:31][C@@H:3]12.[CH2:32]([N:34](C(C)C)C(C)C)C.Cl.CN, predict the reaction product. The product is: [CH3:32][NH:34][C:23](=[O:24])[C:22]1[CH:26]=[CH:27][C:19]([N:16]2[CH2:15][CH2:14][N:13]([CH2:12][C:9]3[CH:10]=[N:11][C:5]4[N:4]5[CH2:28][CH2:29][CH2:30][CH2:31][C@H:3]5[C:2](=[O:1])[NH:7][C:6]=4[CH:8]=3)[CH2:18][CH2:17]2)=[N:20][CH:21]=1.